This data is from Forward reaction prediction with 1.9M reactions from USPTO patents (1976-2016). The task is: Predict the product of the given reaction. (1) Given the reactants Cl[C:2]1[N:7]=[C:6]2[NH:8][N:9]=[C:10]([C:11]3[NH:12][CH:13]=[CH:14][CH:15]=3)[C:5]2=[CH:4][CH:3]=1.[CH3:16][N:17]1[CH2:22][CH2:21][NH:20][CH2:19][CH2:18]1, predict the reaction product. The product is: [CH3:16][N:17]1[CH2:22][CH2:21][N:20]([C:2]2[N:7]=[C:6]3[NH:8][N:9]=[C:10]([C:11]4[NH:12][CH:13]=[CH:14][CH:15]=4)[C:5]3=[CH:4][CH:3]=2)[CH2:19][CH2:18]1. (2) Given the reactants [F:1][C:2]1[CH:10]=[C:9]([S:11]([CH3:14])(=[O:13])=[O:12])[CH:8]=[CH:7][C:3]=1[C:4](Cl)=[O:5].[CH2:15]([O:17][C:18](=[O:23])[C:19]([NH2:22])=[N:20]O)[CH3:16], predict the reaction product. The product is: [CH2:15]([O:17][C:18]([C:19]1[N:22]=[C:4]([C:3]2[CH:7]=[CH:8][C:9]([S:11]([CH3:14])(=[O:13])=[O:12])=[CH:10][C:2]=2[F:1])[O:5][N:20]=1)=[O:23])[CH3:16]. (3) Given the reactants [CH3:1][S:2]([C:5]1[CH:10]=[CH:9][C:8]([C:11]2[CH:12]=[C:13]3[CH2:19][C@:18]([CH3:26])([CH:20]4[CH2:25][CH2:24][NH:23][CH2:22][CH2:21]4)[O:17][C:14]3=[CH:15][N:16]=2)=[CH:7][CH:6]=1)(=[O:4])=[O:3].[F:27][C:28]([F:45])([F:44])[C@@H:29]([O:31][C:32](=O)[O:33]C1C=CC([N+]([O-])=O)=CC=1)[CH3:30], predict the reaction product. The product is: [F:27][C:28]([F:45])([F:44])[C@@H:29]([O:31][C:32]([N:23]1[CH2:24][CH2:25][CH:20]([C@:18]2([CH3:26])[O:17][C:14]3=[CH:15][N:16]=[C:11]([C:8]4[CH:9]=[CH:10][C:5]([S:2]([CH3:1])(=[O:3])=[O:4])=[CH:6][CH:7]=4)[CH:12]=[C:13]3[CH2:19]2)[CH2:21][CH2:22]1)=[O:33])[CH3:30]. (4) Given the reactants [CH3:1][C:2]1[CH:3]=[C:4]([CH:7]=[CH:8][C:9]=1[N+:10]([O-:12])=[O:11])[CH2:5]Cl.[Cl:13][C:14]1[C:15]([C:19]([F:22])([F:21])[F:20])=[N:16][NH:17][CH:18]=1.C(=O)([O-])[O-].[K+].[K+], predict the reaction product. The product is: [CH3:1][C:2]1[CH:3]=[C:4]([CH:7]=[CH:8][C:9]=1[N+:10]([O-:12])=[O:11])[CH2:5][N:17]1[CH:18]=[C:14]([Cl:13])[C:15]([C:19]([F:22])([F:21])[F:20])=[N:16]1. (5) Given the reactants [OH:1][C@@H:2]1[C:10]2[C:5](=[CH:6][CH:7]=[CH:8][CH:9]=2)[CH2:4][C@@:3]1([CH2:20][C:21]1[CH:30]=[CH:29][C:24]([C:25]([NH:27][CH3:28])=[O:26])=[CH:23][CH:22]=1)[C:11]1[CH2:12][C:13]2[C:18]([CH:19]=1)=[CH:17][CH:16]=[CH:15][CH:14]=2.C1CCC(N=C=NC2CCCCC2)CC1.C([NH:63][C@H:64]([C:69](O)=[O:70])[CH2:65][CH:66]([CH3:68])[CH3:67])(OCC1C2C(=CC=CC=2)C2C1=CC=CC=2)=O, predict the reaction product. The product is: [NH2:63][C@H:64]([C:69]([O:1][C@@H:2]1[C:10]2[C:5](=[CH:6][CH:7]=[CH:8][CH:9]=2)[CH2:4][C@@:3]1([CH2:20][C:21]1[CH:30]=[CH:29][C:24]([C:25](=[O:26])[NH:27][CH3:28])=[CH:23][CH:22]=1)[C:11]1[CH2:12][C:13]2[C:18]([CH:19]=1)=[CH:17][CH:16]=[CH:15][CH:14]=2)=[O:70])[CH2:65][CH:66]([CH3:68])[CH3:67]. (6) Given the reactants [CH2:1]1[C:6]2([CH2:11][CH2:10][CH2:9][CH2:8][CH2:7]2)[CH2:5][CH2:4][O:3][CH:2]1O.C1(P(=[CH:32][C:33]([O:35][CH3:36])=[O:34])(C2C=CC=CC=2)C2C=CC=CC=2)C=CC=CC=1, predict the reaction product. The product is: [OH:3][CH2:4][CH2:5][C:6]1([CH2:1][CH2:2][CH2:32][C:33]([O:35][CH3:36])=[O:34])[CH2:11][CH2:10][CH2:9][CH2:8][CH2:7]1. (7) Given the reactants [O:1]1[C:6]2[CH:7]=[CH:8][CH:9]=[CH:10][C:5]=2[O:4][CH2:3][C@@H:2]1[C:11]1[CH:24]=[CH:23][C:14]([CH2:15][N:16]2[CH2:21][CH2:20][CH:19]([NH2:22])[CH2:18][CH2:17]2)=[CH:13][CH:12]=1.[Cl:25][CH2:26][CH2:27][CH2:28][S:29](Cl)(=[O:31])=[O:30].N1C=CC=CC=1, predict the reaction product. The product is: [O:1]1[C:6]2[CH:7]=[CH:8][CH:9]=[CH:10][C:5]=2[O:4][CH2:3][C@@H:2]1[C:11]1[CH:12]=[CH:13][C:14]([CH2:15][N:16]2[CH2:17][CH2:18][CH:19]([NH:22][S:29]([CH2:28][CH2:27][CH2:26][Cl:25])(=[O:31])=[O:30])[CH2:20][CH2:21]2)=[CH:23][CH:24]=1.